Dataset: Forward reaction prediction with 1.9M reactions from USPTO patents (1976-2016). Task: Predict the product of the given reaction. (1) Given the reactants [NH:1]1[C:5]2[CH:6]=[CH:7][CH:8]=[CH:9][C:4]=2[N:3]=[N:2]1.C(N(CC)CC)C.[CH:17]1([C:20](Cl)=[O:21])[CH2:19][CH2:18]1, predict the reaction product. The product is: [CH:17]1([C:20]([N:1]2[C:5]3[CH:6]=[CH:7][CH:8]=[CH:9][C:4]=3[N:3]=[N:2]2)=[O:21])[CH2:19][CH2:18]1. (2) Given the reactants [CH3:1][N:2]1[CH2:7][CH2:6][N:5]([CH:8]([CH3:12])[C:9]([OH:11])=O)[CH2:4][CH2:3]1.C1COCC1.[CH2:18]1[C:23]2=[CH:24][C:25]3[CH:26]=[CH:27][CH:28]=[CH:29][C:30]=3[N:22]2[CH2:21][CH2:20][NH:19]1.C[NH3+].F[P-](F)(F)(F)(F)F.N1(OC(N(C)C)=[N+](C)C)C2N=CC=CC=2N=N1.F[P-](F)(F)(F)(F)F, predict the reaction product. The product is: [CH2:18]1[C:23]2=[CH:24][C:25]3[CH:26]=[CH:27][CH:28]=[CH:29][C:30]=3[N:22]2[CH2:21][CH2:20][N:19]1[C:9](=[O:11])[CH:8]([N:5]1[CH2:4][CH2:3][N:2]([CH3:1])[CH2:7][CH2:6]1)[CH3:12]. (3) Given the reactants C1NC1.[C:4]([O-:9])(=[O:8])[C:5]([CH3:7])=[O:6].[C@@H:10]1([N:19]2[C:28]3[N:27]=[CH:26][N:25]=[C:23]([OH:24])[C:22]=3[N:21]=[CH:20]2)[O:18][C@H:15]([CH2:16][OH:17])[C@@H:13]([OH:14])[C@H:11]1[OH:12].[N:29]1[C:37]([NH2:38])=[C:36]2[C:32]([N:33]=[CH:34][NH:35]2)=[N:31][CH:30]=1.[OH:39][P:40]([O-:43])([O-:42])=[O:41].[Na+:44].[Na+].OP([O-])(O)=O.[Na+], predict the reaction product. The product is: [C:4]([O-:9])(=[O:8])[C:5]([CH3:7])=[O:6].[C@@H:10]1([N:19]2[C:28]3[N:27]=[CH:26][N:25]=[C:23]([OH:24])[C:22]=3[N:21]=[CH:20]2)[O:18][C@H:15]([CH2:16][OH:17])[C@@H:13]([OH:14])[C@H:11]1[OH:12].[N:29]1[C:37]([NH2:38])=[C:36]2[C:32]([N:33]=[CH:34][NH:35]2)=[N:31][CH:30]=1.[P:40]([O-:43])([O-:42])([O-:41])=[O:39].[Na+:44].[Na+:44].[Na+:44]. (4) Given the reactants [F:1][C:2]([F:44])([F:43])[C@H:3]([N:30]1[CH2:34][CH2:33][C@H:32]([NH:35]C(=O)OC(C)(C)C)[CH2:31]1)[C:4]1[CH:5]=[CH:6][C:7]2[N:8]([C:10]([C:13]3[CH:22]=[CH:21][C:20]4[C:15](=[C:16]([O:24][CH2:25][CH2:26][CH2:27][O:28][CH3:29])[CH:17]=[C:18]([F:23])[CH:19]=4)[N:14]=3)=[N:11][N:12]=2)[CH:9]=1.[ClH:45], predict the reaction product. The product is: [ClH:45].[ClH:45].[F:44][C:2]([F:1])([F:43])[C@H:3]([N:30]1[CH2:34][CH2:33][C@H:32]([NH2:35])[CH2:31]1)[C:4]1[CH:5]=[CH:6][C:7]2[N:8]([C:10]([C:13]3[CH:22]=[CH:21][C:20]4[C:15](=[C:16]([O:24][CH2:25][CH2:26][CH2:27][O:28][CH3:29])[CH:17]=[C:18]([F:23])[CH:19]=4)[N:14]=3)=[N:11][N:12]=2)[CH:9]=1. (5) The product is: [C:39]([O:38][C:36]([NH:35][CH:4]([CH2:5][S:6][CH2:7][C:8]1[CH:9]=[CH:10][C:11]([C:14]2[CH:19]=[CH:18][CH:17]=[C:16]([CH2:20][N:21]3[C:30]4[C:25](=[CH:26][CH:27]=[C:28]([C:31]([F:33])([F:34])[F:32])[CH:29]=4)[CH2:24][CH2:23][CH2:22]3)[CH:15]=2)=[CH:12][CH:13]=1)[C:3]([OH:43])=[O:2])=[O:37])([CH3:42])([CH3:40])[CH3:41]. Given the reactants C[O:2][C:3](=[O:43])[CH:4]([NH:35][C:36]([O:38][C:39]([CH3:42])([CH3:41])[CH3:40])=[O:37])[CH2:5][S:6][CH2:7][C:8]1[CH:13]=[CH:12][C:11]([C:14]2[CH:19]=[CH:18][CH:17]=[C:16]([CH2:20][N:21]3[C:30]4[C:25](=[CH:26][CH:27]=[C:28]([C:31]([F:34])([F:33])[F:32])[CH:29]=4)[CH2:24][CH2:23][CH2:22]3)[CH:15]=2)=[CH:10][CH:9]=1.[OH-].[Na+].Cl, predict the reaction product. (6) Given the reactants [CH3:1][S:2]([N:5]1[CH2:10][CH2:9][CH2:8][C@H:7]([NH:11][C:12]2[C:17]([C:18]3[N:19]=[C:20]4[CH:26]=[CH:25][N:24](COCC[Si](C)(C)C)[C:21]4=[N:22][CH:23]=3)=[CH:16][N:15]=[C:14](S(C)(=O)=O)[N:13]=2)[CH2:6]1)(=[O:4])=[O:3].[CH3:39][N:40]1[CH2:45][CH2:44][NH:43][CH2:42][CH2:41]1.CS(C)(=O)=O, predict the reaction product. The product is: [CH3:1][S:2]([N:5]1[CH2:10][CH2:9][CH2:8][C@H:7]([NH:11][C:12]2[C:17]([C:18]3[N:19]=[C:20]4[CH:26]=[CH:25][NH:24][C:21]4=[N:22][CH:23]=3)=[CH:16][N:15]=[C:14]([N:43]3[CH2:44][CH2:45][N:40]([CH3:39])[CH2:41][CH2:42]3)[N:13]=2)[CH2:6]1)(=[O:3])=[O:4]. (7) Given the reactants Cl[C:2]1[C:11]2[C:6](=[CH:7][CH:8]=[C:9]([O:12][CH3:13])[CH:10]=2)[CH:5]=[C:4]([NH:14][C:15]2[CH:19]=[C:18]([CH3:20])[NH:17][N:16]=2)[N:3]=1.[NH2:21][C:22]1[CH:29]=[CH:28][C:25]([C:26]#[N:27])=[CH:24][CH:23]=1, predict the reaction product. The product is: [CH3:20][C:18]1[NH:17][N:16]=[C:15]([NH:14][C:4]2[N:3]=[C:2]([NH:21][C:22]3[CH:29]=[CH:28][C:25]([C:26]#[N:27])=[CH:24][CH:23]=3)[C:11]3[C:6]([CH:5]=2)=[CH:7][CH:8]=[C:9]([O:12][CH3:13])[CH:10]=3)[CH:19]=1. (8) The product is: [Cl:1][C:2]1[CH:10]=[CH:9][CH:8]=[C:7]2[C:3]=1[C:4]([C:16]([NH:19][CH2:20][C:21]1([OH:29])[CH2:22][CH2:23][C:24]([F:28])([F:27])[CH2:25][CH2:26]1)=[O:18])=[CH:5][N:6]2[CH2:11][C:12]([F:13])([F:14])[F:15]. Given the reactants [Cl:1][C:2]1[CH:10]=[CH:9][CH:8]=[C:7]2[C:3]=1[C:4]([C:16]([OH:18])=O)=[CH:5][N:6]2[CH2:11][C:12]([F:15])([F:14])[F:13].[NH2:19][CH2:20][C:21]1([OH:29])[CH2:26][CH2:25][C:24]([F:28])([F:27])[CH2:23][CH2:22]1.CCN=C=NCCCN(C)C.C1C=CC2N(O)N=NC=2C=1, predict the reaction product. (9) The product is: [N:40]1([C:19]2[S:18][C:2]3[C:10]([N+:11]([O-:13])=[O:12])=[CH:9][C:8]([C:14]([F:17])([F:16])[F:15])=[CH:7][C:3]=3[C:4](=[S:55])[N:20]=2)[CH2:45][CH2:44][O:43][CH2:42][CH2:41]1. Given the reactants Cl[C:2]1[C:10]([N+:11]([O-:13])=[O:12])=[CH:9][C:8]([C:14]([F:17])([F:16])[F:15])=[CH:7][C:3]=1[C:4](Cl)=O.[S-:18][C:19]#[N:20].[NH4+].C1OCCOCCOCCOCCOCCOC1.[NH:40]1[CH2:45][CH2:44][O:43][CH2:42][CH2:41]1.COC1C=CC(P2(SP(C3C=CC(OC)=CC=3)(=S)S2)=[S:55])=CC=1, predict the reaction product. (10) Given the reactants [Cl:1][C:2]1[CH:3]=[C:4]2[C:9](=[CH:10][CH:11]=1)[N:8]([CH3:12])[C:7](=[O:13])[C:6]([C:14]([O:16]CC)=O)=[C:5]2[OH:19].[C:20]([NH:33][NH2:34])(=[O:32])[CH2:21][CH2:22][CH2:23][CH2:24][CH2:25][CH2:26][CH2:27][CH2:28][CH2:29][CH2:30][CH3:31], predict the reaction product. The product is: [Cl:1][C:2]1[CH:3]=[C:4]2[C:9](=[CH:10][CH:11]=1)[N:8]([CH3:12])[C:7](=[O:13])[C:6]([C:14]([NH:34][NH:33][C:20](=[O:32])[CH2:21][CH2:22][CH2:23][CH2:24][CH2:25][CH2:26][CH2:27][CH2:28][CH2:29][CH2:30][CH3:31])=[O:16])=[C:5]2[OH:19].